From a dataset of Forward reaction prediction with 1.9M reactions from USPTO patents (1976-2016). Predict the product of the given reaction. (1) Given the reactants [CH:1]1([C:6]([N:8]2[CH2:13][CH:12]([C:14]3[CH:19]=[CH:18][C:17]([CH2:20][CH3:21])=[CH:16][CH:15]=3)[CH2:11][CH:10]([C:22](O)=O)[CH2:9]2)=[O:7])[CH2:5][CH2:4][CH2:3][CH2:2]1.[OH:25][NH:26][C:27]([C:29]1[CH:33]=[C:32]([CH3:34])[O:31][N:30]=1)=[NH:28], predict the reaction product. The product is: [CH:1]1([C:6]([N:8]2[CH2:9][CH:10]([C:22]3[O:25][N:26]=[C:27]([C:29]4[CH:33]=[C:32]([CH3:34])[O:31][N:30]=4)[N:28]=3)[CH2:11][CH:12]([C:14]3[CH:19]=[CH:18][C:17]([CH2:20][CH3:21])=[CH:16][CH:15]=3)[CH2:13]2)=[O:7])[CH2:5][CH2:4][CH2:3][CH2:2]1. (2) The product is: [CH3:42][N:43]([CH3:48])[CH2:44][C:45]([N:6]1[CH2:11][CH2:10][CH:9]([N:12]2[CH2:16][CH2:34][CH2:33][C@H:14]([NH:17][S:18]([C:21]3[CH:30]=[CH:29][C:28]4[C:23](=[CH:24][CH:25]=[C:26]([Cl:31])[CH:27]=4)[CH:22]=3)(=[O:19])=[O:20])[C:13]2=[O:32])[CH2:8][CH2:7]1)=[O:46]. Given the reactants C1([N:6]2[CH2:11][CH2:10][CH:9]([N:12]3[CH2:16]C[C@H:14]([NH:17][S:18]([C:21]4[CH:30]=[CH:29][C:28]5[C:23](=[CH:24][CH:25]=[C:26]([Cl:31])[CH:27]=5)[CH:22]=4)(=[O:20])=[O:19])[C:13]3=[O:32])[CH2:8][CH2:7]2)CCCC1.[CH3:33][CH2:34]N(C(C)C)C(C)C.[CH3:42][N:43]([CH3:48])[CH2:44][C:45](O)=[O:46].CN([P+](ON1N=NC2C=CC=CC1=2)(N(C)C)N(C)C)C.F[P-](F)(F)(F)(F)F, predict the reaction product. (3) Given the reactants [N:1]12[CH2:8][CH2:7][CH:4]([CH2:5][CH2:6]1)[C@@H:3]([O:9][C:10]1[N:15]=[N:14][C:13]([C:16]3[CH:17]=[C:18]4[C:22](=[CH:23][CH:24]=3)[NH:21][CH:20]=[C:19]4[CH2:25][N:26]([CH3:28])[CH3:27])=[CH:12][CH:11]=1)[CH2:2]2.[C:29]([OH:36])(=[O:35])/[CH:30]=[CH:31]/[C:32]([OH:34])=[O:33], predict the reaction product. The product is: [C:29]([OH:36])(=[O:35])/[CH:30]=[CH:31]/[C:32]([OH:34])=[O:33].[C:29]([OH:36])(=[O:35])/[CH:30]=[CH:31]/[C:32]([OH:34])=[O:33].[N:1]12[CH2:8][CH2:7][CH:4]([CH2:5][CH2:6]1)[C@@H:3]([O:9][C:10]1[N:15]=[N:14][C:13]([C:16]3[CH:17]=[C:18]4[C:22](=[CH:23][CH:24]=3)[NH:21][CH:20]=[C:19]4[CH2:25][N:26]([CH3:28])[CH3:27])=[CH:12][CH:11]=1)[CH2:2]2. (4) Given the reactants [F:1][C:2]1[CH:7]=[CH:6][C:5]([OH:8])=[CH:4][C:3]=1[CH3:9].C(N(CC)CC)C.[C:17](Cl)(=[O:19])[CH3:18], predict the reaction product. The product is: [C:17]([O:8][C:5]1[CH:6]=[CH:7][C:2]([F:1])=[C:3]([CH3:9])[CH:4]=1)(=[O:19])[CH3:18]. (5) Given the reactants [Cl:1][C:2]1[C:3]([NH:10][C@@H:11]2[CH2:15][CH2:14][N:13]([C:16]([O:18][C:19]([CH3:22])([CH3:21])[CH3:20])=[O:17])[CH2:12]2)=[N:4][CH:5]=[C:6]([CH2:8][OH:9])[CH:7]=1, predict the reaction product. The product is: [Cl:1][C:2]1[C:3]([NH:10][C@@H:11]2[CH2:15][CH2:14][N:13]([C:16]([O:18][C:19]([CH3:22])([CH3:21])[CH3:20])=[O:17])[CH2:12]2)=[N:4][CH:5]=[C:6]([CH:8]=[O:9])[CH:7]=1. (6) The product is: [F:18][C:19]1[CH:20]=[C:21]([C@@H:26]2[CH2:28][C@H:9]2[C:7]#[N:8])[CH:22]=[CH:23][C:24]=1[F:25]. Given the reactants CC(C)([O-])C.[K+].[C:7]([CH2:9]P(=O)(OCC)OCC)#[N:8].[F:18][C:19]1[CH:20]=[C:21]([C@H:26]2[CH2:28]O2)[CH:22]=[CH:23][C:24]=1[F:25].O, predict the reaction product. (7) Given the reactants [CH3:1][C:2]1[CH:7]=[CH:6][C:5]([NH:8][C:9](=[O:20])[C:10]2[CH:15]=[CH:14][CH:13]=[C:12]([C:16]([F:19])([F:18])[F:17])[CH:11]=2)=[CH:4][C:3]=1[C:21]1[N:22]=[C:23]([N:28]2[CH2:33][CH2:32][O:31][CH2:30][CH2:29]2)[C:24](=[O:27])[NH:25][CH:26]=1.I[CH2:35][CH3:36].C(=O)([O-])[O-].[K+].[K+], predict the reaction product. The product is: [CH2:35]([N:25]1[C:24](=[O:27])[C:23]([N:28]2[CH2:33][CH2:32][O:31][CH2:30][CH2:29]2)=[N:22][C:21]([C:3]2[CH:4]=[C:5]([NH:8][C:9](=[O:20])[C:10]3[CH:15]=[CH:14][CH:13]=[C:12]([C:16]([F:17])([F:19])[F:18])[CH:11]=3)[CH:6]=[CH:7][C:2]=2[CH3:1])=[CH:26]1)[CH3:36]. (8) The product is: [ClH:26].[F:1][C:2]1[CH:25]=[CH:24][C:5]([CH2:6][N:7]([C:10]2[N:11]=[C:12]([NH:20][CH2:21][CH2:22][CH3:23])[N:13]=[C:14]([NH:16][CH2:17][C:18]#[CH:19])[N:15]=2)[O:8][CH3:9])=[CH:4][CH:3]=1. Given the reactants [F:1][C:2]1[CH:25]=[CH:24][C:5]([CH2:6][N:7]([C:10]2[N:15]=[C:14]([NH:16][CH2:17][CH2:18][CH3:19])[N:13]=[C:12]([NH:20][CH2:21][C:22]#[CH:23])[N:11]=2)[O:8][CH3:9])=[CH:4][CH:3]=1.[ClH:26].C(OCC)C, predict the reaction product. (9) The product is: [CH3:47][O:46][C:44](=[O:45])[CH2:43][N:21]([CH2:22][CH2:23][CH2:24][CH2:25][N:26]([CH2:27][CH2:28][CH3:29])[CH2:30][CH2:31][CH3:32])[CH2:20][C:19]1[CH:33]=[CH:34][C:16]([CH2:15][N:7]([CH2:6][C:2]2[N:3]([CH2:51][C:52]([O:53][CH3:54])=[O:49])[CH:4]=[CH:5][N:1]=2)[CH2:8][C:9]2[N:10]([CH3:14])[CH:11]=[CH:12][N:13]=2)=[CH:17][CH:18]=1. Given the reactants [NH:1]1[CH:5]=[CH:4][N:3]=[C:2]1[CH2:6][N:7]([CH2:15][C:16]1[CH:34]=[CH:33][C:19]([CH2:20][NH:21][CH2:22][CH2:23][CH2:24][CH2:25][N:26]([CH2:30][CH2:31][CH3:32])[CH2:27][CH2:28][CH3:29])=[CH:18][CH:17]=1)[CH2:8][C:9]1[N:10]([CH3:14])[CH:11]=[CH:12][N:13]=1.C(N(CC)CC)C.Br[CH2:43][C:44]([O:46][CH3:47])=[O:45].C[OH:49].C1[CH2:54][O:53][CH2:52][CH2:51]1, predict the reaction product. (10) Given the reactants [C:1]([C:5]1[CH:10]=[CH:9][C:8]([S:11]([N:14]([CH2:25][C:26](O)=[O:27])[C:15]2[CH:16]=[C:17]3[C:22](=[CH:23][CH:24]=2)[N:21]=[CH:20][CH:19]=[CH:18]3)(=[O:13])=[O:12])=[CH:7][CH:6]=1)([CH3:4])([CH3:3])[CH3:2].[CH:29]1([NH:32][CH2:33][C:34]2[CH:39]=[CH:38][CH:37]=[C:36]([CH3:40])[CH:35]=2)[CH2:31][CH2:30]1, predict the reaction product. The product is: [C:1]([C:5]1[CH:10]=[CH:9][C:8]([S:11]([N:14]([C:15]2[CH:16]=[C:17]3[C:22](=[CH:23][CH:24]=2)[N:21]=[CH:20][CH:19]=[CH:18]3)[CH2:25][C:26]([N:32]([CH:29]2[CH2:31][CH2:30]2)[CH2:33][C:34]2[CH:39]=[CH:38][CH:37]=[C:36]([CH3:40])[CH:35]=2)=[O:27])(=[O:12])=[O:13])=[CH:7][CH:6]=1)([CH3:3])([CH3:4])[CH3:2].